This data is from Reaction yield outcomes from USPTO patents with 853,638 reactions. The task is: Predict the reaction yield, written as a fraction of the theoretical maximum amount of product (1.0 means a 100% yield; for example, 0.34 means a 34% yield). (1) The reactants are [Cl:1][C:2]1[CH:7]=[C:6]([Cl:8])[CH:5]=[CH:4][C:3]=1[CH:9]1[N:14]=[C:13]([C:15]2[S:16][CH:17]=[CH:18][N:19]=2)[NH:12][C:11]([CH2:20][N:21]2[CH2:26][CH2:25][O:24][CH2:23][CH:22]2[C:27]([OH:29])=[O:28])=[C:10]1[C:30]([O:32][CH2:33][CH3:34])=[O:31].[C:35](=[O:43])([O:39][CH:40]([CH3:42])[CH3:41])[O:36][CH2:37]Cl. No catalyst specified. The product is [Cl:1][C:2]1[CH:7]=[C:6]([Cl:8])[CH:5]=[CH:4][C:3]=1[CH:9]1[N:14]=[C:13]([C:15]2[S:16][CH:17]=[CH:18][N:19]=2)[NH:12][C:11]([CH2:20][N:21]2[CH2:26][CH2:25][O:24][CH2:23][CH:22]2[C:27]([O:29][CH2:37][O:36][C:35]([O:39][CH:40]([CH3:42])[CH3:41])=[O:43])=[O:28])=[C:10]1[C:30]([O:32][CH2:33][CH3:34])=[O:31]. The yield is 0.470. (2) The reactants are [OH-].[K+].C(OC([N:8]1[C:14]2[CH:15]=[C:16]([N+:19]([O-:21])=[O:20])[CH:17]=[CH:18][C:13]=2[O:12][CH2:11][CH2:10][CH2:9]1)=O)C. The catalyst is O.COCCO. The product is [N+:19]([C:16]1[CH:17]=[CH:18][C:13]2[O:12][CH2:11][CH2:10][CH2:9][NH:8][C:14]=2[CH:15]=1)([O-:21])=[O:20]. The yield is 0.790. (3) The reactants are [CH3:1][C:2]1[NH:3][CH:4]=[CH:5][C:6]=1[C:7]([O:9][CH2:10][CH3:11])=[O:8].[H-].[Na+].[F:14][C:15]1[CH:22]=[CH:21][C:18]([CH2:19]Br)=[CH:17][CH:16]=1.O. The catalyst is CN(C=O)C. The product is [F:14][C:15]1[CH:22]=[CH:21][C:18]([CH2:19][N:3]2[CH:4]=[CH:5][C:6]([C:7]([O:9][CH2:10][CH3:11])=[O:8])=[C:2]2[CH3:1])=[CH:17][CH:16]=1. The yield is 0.950. (4) The reactants are [Cl:1][C:2]1[S:6][C:5]([C:7]([OH:9])=O)=[CH:4][C:3]=1[C:10]1[N:14]([CH3:15])[N:13]=[CH:12][C:11]=1[Cl:16].[NH2:17][C@@H:18]([CH2:31][C:32]1[CH:37]=[CH:36][C:35]([F:38])=[CH:34][CH:33]=1)[CH2:19][N:20]1[C:28](=[O:29])[C:27]2[C:22](=[CH:23][CH:24]=[CH:25][CH:26]=2)[C:21]1=[O:30].CC(OC(N[C@H](C(O)=O)CC1C=CC=CC=1C(F)(F)F)=O)(C)C.C1CN([P+](Br)(N2CCCC2)N2CCCC2)CC1.F[P-](F)(F)(F)(F)F.CCN(C(C)C)C(C)C. The catalyst is C(Cl)(Cl)Cl. The product is [Cl:1][C:2]1[S:6][C:5]([C:7]([NH:17][C@@H:18]([CH2:31][C:32]2[CH:33]=[CH:34][C:35]([F:38])=[CH:36][CH:37]=2)[CH2:19][N:20]2[C:28](=[O:29])[C:27]3[C:22](=[CH:23][CH:24]=[CH:25][CH:26]=3)[C:21]2=[O:30])=[O:9])=[CH:4][C:3]=1[C:10]1[N:14]([CH3:15])[N:13]=[CH:12][C:11]=1[Cl:16]. The yield is 0.170. (5) The reactants are Cl.[S:2]1[CH:6]=[CH:5][CH:4]=[C:3]1[C:7]1([N:17]2[CH2:20][CH2:19][CH2:18]2)[CH2:16][CH2:15][C:10]2(OCC[O:11]2)[CH2:9][CH2:8]1.CCOC(C)=O.CCCCCC. The catalyst is CO. The product is [N:17]1([C:7]2([C:3]3[S:2][CH:6]=[CH:5][CH:4]=3)[CH2:16][CH2:15][C:10](=[O:11])[CH2:9][CH2:8]2)[CH2:18][CH2:19][CH2:20]1. The yield is 0.780. (6) The reactants are Cl.[NH2:2][CH2:3][CH2:4][C:5]1[CH:13]=[CH:12][C:8]([C:9]([OH:11])=[O:10])=[CH:7][CH:6]=1.[C:14](O[C:14]([O:16][C:17]([CH3:20])([CH3:19])[CH3:18])=[O:15])([O:16][C:17]([CH3:20])([CH3:19])[CH3:18])=[O:15].O. The catalyst is C(O)(C)(C)C.[OH-].[Na+]. The product is [C:17]([O:16][C:14]([NH:2][CH2:3][CH2:4][C:5]1[CH:13]=[CH:12][C:8]([C:9]([OH:11])=[O:10])=[CH:7][CH:6]=1)=[O:15])([CH3:20])([CH3:19])[CH3:18]. The yield is 0.950.